Dataset: Rat liver microsome stability data. Task: Regression/Classification. Given a drug SMILES string, predict its absorption, distribution, metabolism, or excretion properties. Task type varies by dataset: regression for continuous measurements (e.g., permeability, clearance, half-life) or binary classification for categorical outcomes (e.g., BBB penetration, CYP inhibition). Dataset: rlm. The drug is COC(=O)Nc1nc2cc(SC(C)C)ccc2[nH]1. The result is 1 (stable in rat liver microsomes).